Task: Regression. Given a peptide amino acid sequence and an MHC pseudo amino acid sequence, predict their binding affinity value. This is MHC class II binding data.. Dataset: Peptide-MHC class II binding affinity with 134,281 pairs from IEDB (1) The peptide sequence is ITKLGAKPDGKTDCT. The MHC is DRB1_1602 with pseudo-sequence DRB1_1602. The binding affinity (normalized) is 0. (2) The peptide sequence is WAVKPKAVRQIEDQL. The MHC is DRB1_0901 with pseudo-sequence DRB1_0901. The binding affinity (normalized) is 0.477. (3) The peptide sequence is ALISKYAGINVLN. The MHC is HLA-DPA10201-DPB10101 with pseudo-sequence HLA-DPA10201-DPB10101. The binding affinity (normalized) is 0.319. (4) The peptide sequence is HSRNLINELSERMAG. The MHC is HLA-DPA10301-DPB10402 with pseudo-sequence HLA-DPA10301-DPB10402. The binding affinity (normalized) is 0.0876.